This data is from Full USPTO retrosynthesis dataset with 1.9M reactions from patents (1976-2016). The task is: Predict the reactants needed to synthesize the given product. The reactants are: [NH2:1][CH2:2][C@@H:3]1[C@@H:11]([C@@:12]2([CH3:21])[CH2:17][CH2:16][C@H:15]([OH:18])[CH2:14][C@@H:13]2[CH2:19][OH:20])[CH2:10][CH2:9][C@@:8]2([CH3:22])[C@H:4]1[CH2:5][CH2:6][C:7]2=[CH2:23].[C:24]1([CH3:32])[C:25]([CH:30]=O)=[CH:26][CH:27]=[CH:28][CH:29]=1.[BH4-].[Na+]. Given the product [OH:20][CH2:19][C@@H:13]1[C@@:12]([CH3:21])([C@H:11]2[CH2:10][CH2:9][C@@:8]3([CH3:22])[C@@H:4]([CH2:5][CH2:6][C:7]3=[CH2:23])[C@@H:3]2[CH2:2][NH:1][CH2:32][C:24]2[CH:29]=[CH:28][CH:27]=[CH:26][C:25]=2[CH3:30])[CH2:17][CH2:16][C@H:15]([OH:18])[CH2:14]1, predict the reactants needed to synthesize it.